Dataset: Reaction yield outcomes from USPTO patents with 853,638 reactions. Task: Predict the reaction yield, written as a fraction of the theoretical maximum amount of product (1.0 means a 100% yield; for example, 0.34 means a 34% yield). (1) The reactants are [C:1]([C:3]1[CH:4]=[C:5]2[C:13](=[CH:14][CH:15]=1)[N:12]([CH2:16][C:17]1[CH:22]=[CH:21][CH:20]=[C:19]([F:23])[CH:18]=1)[C:11]1[CH2:10][CH2:9][C@@H:8]([NH:24][C:25](=[O:29])[CH:26]([CH3:28])[CH3:27])[CH2:7][C:6]2=1)#N.C(O)=[O:31]. The catalyst is O.CO. The product is [F:23][C:19]1[CH:18]=[C:17]([CH:22]=[CH:21][CH:20]=1)[CH2:16][N:12]1[C:11]2[CH2:10][CH2:9][C@@H:8]([NH:24][C:25](=[O:29])[CH:26]([CH3:27])[CH3:28])[CH2:7][C:6]=2[C:5]2[C:13]1=[CH:14][CH:15]=[C:3]([CH:1]=[O:31])[CH:4]=2. The yield is 0.890. (2) The reactants are [NH2:1][C:2]1[C:7]2[C:8]([C:14]3[CH:15]=C[C:17](F)=[C:18]([CH:21]=3)C#N)=[N:9][N:10]([CH:11]([CH3:13])[CH3:12])[C:6]=2[CH:5]=[CH:4][N:3]=1.[OH:23][NH:24][C:25](=O)[CH3:26].CC([O-])(C)C.[K+].C[N:35](C=O)C. No catalyst specified. The product is [NH2:1][C:2]1[C:7]2[C:8]([C:14]3[CH:21]=[CH:18][C:17]4[O:23][N:24]=[C:25]([NH2:35])[C:26]=4[CH:15]=3)=[N:9][N:10]([CH:11]([CH3:12])[CH3:13])[C:6]=2[CH:5]=[CH:4][N:3]=1. The yield is 0.550.